Dataset: Forward reaction prediction with 1.9M reactions from USPTO patents (1976-2016). Task: Predict the product of the given reaction. (1) Given the reactants [NH:1]1[C:5]2=[CH:6][CH:7]=[CH:8][CH2:9][CH:4]2[NH:3][NH:2]1.[C:10](Cl)([C:23]1[CH:28]=[CH:27][CH:26]=[CH:25][CH:24]=1)([C:17]1[CH:22]=[CH:21][CH:20]=[CH:19][CH:18]=1)[C:11]1[CH:16]=[CH:15][CH:14]=[CH:13][CH:12]=1.C(N(CC)CC)C, predict the reaction product. The product is: [C:10]([N:1]1[C:5]2[CH2:6][CH2:7][CH2:8][CH2:9][C:4]=2[N:3]=[N:2]1)([C:11]1[CH:16]=[CH:15][CH:14]=[CH:13][CH:12]=1)([C:23]1[CH:24]=[CH:25][CH:26]=[CH:27][CH:28]=1)[C:17]1[CH:18]=[CH:19][CH:20]=[CH:21][CH:22]=1. (2) Given the reactants Br[C:2]1[C:11]2[CH2:10][CH2:9][CH2:8][CH2:7][C:6]=2[N:5]=[CH:4][CH:3]=1.[B:12]1([B:12]2[O:16][C:15]([CH3:18])([CH3:17])[C:14]([CH3:20])([CH3:19])[O:13]2)[O:16][C:15]([CH3:18])([CH3:17])[C:14]([CH3:20])([CH3:19])[O:13]1.C([O-])(=O)C.[K+], predict the reaction product. The product is: [N:5]1[C:6]2[CH2:7][CH2:8][CH2:9][CH2:10][C:11]=2[C:2]([B:12]2[O:16][C:15]([CH3:18])([CH3:17])[C:14]([CH3:20])([CH3:19])[O:13]2)=[CH:3][CH:4]=1. (3) Given the reactants [CH3:1][O:2][C:3]1[CH:18]=[C:17]2[C:6]([CH2:7][CH2:8][C:9]3([O:16]2)[CH2:14][CH2:13][N:12]([CH3:15])[CH2:11][CH2:10]3)=[CH:5][C:4]=1[NH2:19].CS([C:23]1[N:28]=[CH:27][C:26]2=[CH:29][CH:30]=[C:31]([C:32]3[CH:37]=[CH:36][CH:35]=[CH:34][C:33]=3[O:38][CH3:39])[N:25]2[N:24]=1)=O, predict the reaction product. The product is: [CH3:1][O:2][C:3]1[CH:18]=[C:17]2[C:6]([CH2:7][CH2:8][C:9]3([O:16]2)[CH2:10][CH2:11][N:12]([CH3:15])[CH2:13][CH2:14]3)=[CH:5][C:4]=1[NH:19][C:23]1[N:28]=[CH:27][C:26]2=[CH:29][CH:30]=[C:31]([C:32]3[CH:37]=[CH:36][CH:35]=[CH:34][C:33]=3[O:38][CH3:39])[N:25]2[N:24]=1. (4) Given the reactants [F:1][C:2]1[CH:3]=[N:4][CH:5]=[C:6]([CH:10]=1)[C:7]([OH:9])=O.Cl.C(N=C=NCCCN(C)C)C.[F:23][CH:24]([F:33])[O:25][C:26]1[N:30]([CH3:31])[N:29]=[C:28]([NH2:32])[CH:27]=1, predict the reaction product. The product is: [F:33][CH:24]([F:23])[O:25][C:26]1[N:30]([CH3:31])[N:29]=[C:28]([NH:32][C:7](=[O:9])[C:6]2[CH:10]=[C:2]([F:1])[CH:3]=[N:4][CH:5]=2)[CH:27]=1. (5) Given the reactants BrC1C=CC2C3N(C[O:17][CH2:18][CH2:19][Si:20]([CH3:23])([CH3:22])[CH3:21])N=CC=3C(=O)NC=2C=1.BrC1C=CC2C3NN(COCC[Si](C)(C)C)CC=3C(=O)NC=2C=1.CC1(C)C(C)(C)OB(C2C=CN=CC=2)O1.[O-]P([O-])([O-])=O.[K+].[K+].[K+].[N:70]1[CH:75]=[CH:74][C:73]([C:76]2[CH:77]=[CH:78][C:79]3[C:80]4[NH:89][N:88](OCC[Si](C)(C)C)[CH2:87][C:81]=4[C:82](=[O:86])[NH:83][C:84]=3[CH:85]=2)=[CH:72][CH:71]=1, predict the reaction product. The product is: [N:70]1[CH:75]=[CH:74][C:73]([C:76]2[CH:77]=[CH:78][C:79]3[C:80]4[N:89]([O:17][CH2:18][CH2:19][Si:20]([CH3:23])([CH3:22])[CH3:21])[N:88]=[CH:87][C:81]=4[C:82](=[O:86])[NH:83][C:84]=3[CH:85]=2)=[CH:72][CH:71]=1.